This data is from Catalyst prediction with 721,799 reactions and 888 catalyst types from USPTO. The task is: Predict which catalyst facilitates the given reaction. Reactant: [NH2:1][C:2]1[CH:11]=[CH:10][C:5]([C:6]([O:8][CH3:9])=[O:7])=[CH:4][CH:3]=1.C(NC(C)C)(C)C.[F:19][C:20]1[CH:28]=[CH:27][CH:26]=[CH:25][C:21]=1[C:22](Cl)=[O:23]. Product: [F:19][C:20]1[CH:28]=[CH:27][CH:26]=[CH:25][C:21]=1[C:22]([NH:1][C:2]1[CH:3]=[CH:4][C:5]([C:6]([O:8][CH3:9])=[O:7])=[CH:10][CH:11]=1)=[O:23]. The catalyst class is: 4.